Dataset: Peptide-MHC class I binding affinity with 185,985 pairs from IEDB/IMGT. Task: Regression. Given a peptide amino acid sequence and an MHC pseudo amino acid sequence, predict their binding affinity value. This is MHC class I binding data. (1) The peptide sequence is EMPPHIYAI. The MHC is HLA-A68:02 with pseudo-sequence HLA-A68:02. The binding affinity (normalized) is 0.963. (2) The peptide sequence is YLLALRYLA. The MHC is HLA-A02:01 with pseudo-sequence HLA-A02:01. The binding affinity (normalized) is 0.787. (3) The peptide sequence is ILKEPVHGV. The MHC is HLA-A03:01 with pseudo-sequence HLA-A03:01. The binding affinity (normalized) is 0.127. (4) The peptide sequence is NVKHTSVSAK. The MHC is HLA-A11:01 with pseudo-sequence HLA-A11:01. The binding affinity (normalized) is 0.250.